From a dataset of Forward reaction prediction with 1.9M reactions from USPTO patents (1976-2016). Predict the product of the given reaction. Given the reactants C(OC([N:8]1[CH2:13][CH2:12][C:11](=O)[CH2:10][CH2:9]1)=O)(C)(C)C.COC1C=CC(C[NH2:22])=CC=1.[Cl:25][C:26]1[C:27](I)=[C:28]([CH:32]=[C:33]([Cl:35])[CH:34]=1)[C:29](Cl)=[O:30].CCN(CC)CC.Cl, predict the reaction product. The product is: [Cl:25][C:26]1[CH:27]=[C:28]2[C:32](=[C:33]([Cl:35])[CH:34]=1)[C:11]1([CH2:10][CH2:9][NH:8][CH2:13][CH2:12]1)[NH:22][C:29]2=[O:30].